From a dataset of Reaction yield outcomes from USPTO patents with 853,638 reactions. Predict the reaction yield, written as a fraction of the theoretical maximum amount of product (1.0 means a 100% yield; for example, 0.34 means a 34% yield). The product is [CH2:16]([O:15][C:13]([C:35]1[CH:34]=[CH:21][C:22]([O:1][C:2]2[CH:3]=[C:4]([CH:20]=[C:21]([O:23][C@@H:24]([CH3:28])[CH2:25][O:26][CH3:27])[CH:22]=2)[C:5]([NH:7][C:8]2[CH:12]=[CH:11][N:10]([C:13]([O:15][C:16]([CH3:19])([CH3:18])[CH3:17])=[O:14])[N:9]=2)=[O:6])=[CH:2][CH:3]=1)=[O:14])[CH3:17]. The yield is 0.390. The catalyst is C(Cl)Cl.C([O-])(=O)C.[Cu+2].C([O-])(=O)C. The reactants are [OH:1][C:2]1[CH:3]=[C:4]([CH:20]=[C:21]([O:23][C@@H:24]([CH3:28])[CH2:25][O:26][CH3:27])[CH:22]=1)[C:5]([NH:7][C:8]1[CH:12]=[CH:11][N:10]([C:13]([O:15][C:16]([CH3:19])([CH3:18])[CH3:17])=[O:14])[N:9]=1)=[O:6].C(N([CH2:34][CH3:35])CC)C.